From a dataset of Catalyst prediction with 721,799 reactions and 888 catalyst types from USPTO. Predict which catalyst facilitates the given reaction. (1) Reactant: [Cl:1][C:2]1[CH:3]=[C:4]([C:9]2([C:23]([F:26])([F:25])[F:24])[O:13][N:12]=[C:11]([C:14]3[CH:19]=[CH:18][C:17]([CH2:20][OH:21])=[C:16]([F:22])[CH:15]=3)[CH2:10]2)[CH:5]=[C:6]([Cl:8])[CH:7]=1.[Cr](O)(O)(=O)=[O:28].S(=O)(=O)(O)O. The catalyst class is: 95. Product: [Cl:1][C:2]1[CH:3]=[C:4]([C:9]2([C:23]([F:25])([F:24])[F:26])[O:13][N:12]=[C:11]([C:14]3[CH:19]=[CH:18][C:17]([C:20]([OH:28])=[O:21])=[C:16]([F:22])[CH:15]=3)[CH2:10]2)[CH:5]=[C:6]([Cl:8])[CH:7]=1. (2) Reactant: [CH2:1]([N:4]1[C:13]2[C:8](=[CH:9][CH:10]=[C:11](F)[CH:12]=2)[C:7](=[O:15])[C:6]([C:16]([O:18][CH2:19][CH3:20])=[O:17])=[CH:5]1)[CH:2]=[CH2:3].[NH:21]1[CH2:26][CH2:25][NH:24][CH2:23][CH2:22]1. Product: [CH2:1]([N:4]1[C:13]2[C:8](=[CH:9][CH:10]=[C:11]([N:21]3[CH2:26][CH2:25][NH:24][CH2:23][CH2:22]3)[CH:12]=2)[C:7](=[O:15])[C:6]([C:16]([O:18][CH2:19][CH3:20])=[O:17])=[CH:5]1)[CH:2]=[CH2:3]. The catalyst class is: 405. (3) Reactant: [CH3:1][O:2][C:3]1[C:8]([CH2:9][N:10]2[CH2:15][CH2:14][CH:13](/[CH:16]=[CH:17]/[C:18]3[CH:23]=[CH:22][CH:21]=[CH:20][N:19]=3)[CH2:12][CH2:11]2)=[CH:7][CH:6]=[CH:5][N:4]=1.[H][H]. Product: [CH3:1][O:2][C:3]1[C:8]([CH2:9][N:10]2[CH2:15][CH2:14][CH:13]([CH2:16][CH2:17][C:18]3[CH:23]=[CH:22][CH:21]=[CH:20][N:19]=3)[CH2:12][CH2:11]2)=[CH:7][CH:6]=[CH:5][N:4]=1. The catalyst class is: 178.